From a dataset of Full USPTO retrosynthesis dataset with 1.9M reactions from patents (1976-2016). Predict the reactants needed to synthesize the given product. (1) Given the product [C:53]([C:48]1[CH:49]=[C:50]2[C:45](=[C:46]([F:57])[CH:47]=1)[C:44](=[O:58])[N:43]([C:29]1[CH:30]=[CH:31][CH:32]=[C:33]([C:2]3[CH:3]=[C:4]([NH:10][C:11]4[CH:16]=[CH:15][C:14]([C@@H:17]5[CH2:21][CH2:20][CH2:19][N:18]5[CH3:22])=[CH:13][N:12]=4)[C:5](=[O:9])[N:6]([CH3:8])[N:7]=3)[C:28]=1[CH2:27][OH:26])[N:52]=[CH:51]2)([CH3:56])([CH3:54])[CH3:55], predict the reactants needed to synthesize it. The reactants are: Cl[C:2]1[CH:3]=[C:4]([NH:10][C:11]2[CH:16]=[CH:15][C:14]([C@@H:17]3[CH2:21][CH2:20][CH2:19][N:18]3[CH3:22])=[CH:13][N:12]=2)[C:5](=[O:9])[N:6]([CH3:8])[N:7]=1.C([O:26][CH2:27][C:28]1[C:33](B2OC(C)(C)C(C)(C)O2)=[CH:32][CH:31]=[CH:30][C:29]=1[N:43]1[N:52]=[CH:51][C:50]2[C:45](=[C:46]([F:57])[CH:47]=[C:48]([C:53]([CH3:56])([CH3:55])[CH3:54])[CH:49]=2)[C:44]1=[O:58])(=O)C.CC(C1C=C(C(C)C)C(C2C=CC=CC=2P(C2CCCCC2)C2CCCCC2)=C(C(C)C)C=1)C.[O-]P([O-])([O-])=O.[K+].[K+].[K+].[OH-].[Na+]. (2) Given the product [F:19][C:20]1[CH:27]=[CH:26][C:23]([CH2:24][NH:2][C@H:3]2[C@H:8]3[CH2:9][C@H:5]([CH2:6][CH2:7]3)[C@H:4]2[C:10]([O:12][CH3:13])=[O:11])=[CH:22][CH:21]=1, predict the reactants needed to synthesize it. The reactants are: Cl.[NH2:2][C@H:3]1[C@H:8]2[CH2:9][C@H:5]([CH2:6][CH2:7]2)[C@H:4]1[C:10]([O:12][CH3:13])=[O:11].C([O-])(=O)C.[Na+].[F:19][C:20]1[CH:27]=[CH:26][C:23]([CH:24]=O)=[CH:22][CH:21]=1.C([BH3-])#N.[Na+].C(=O)(O)[O-].[Na+]. (3) Given the product [Cl:22][C:16]1[CH:17]=[C:18]([Cl:21])[CH:19]=[CH:20][C:15]=1[C:14]1[N:3]2[N:4]=[C:5]([CH2:7][CH3:8])[CH:6]=[C:2]2[N:1]=[C:11]([CH3:12])[N:13]=1, predict the reactants needed to synthesize it. The reactants are: [NH2:1][C:2]1[CH:6]=[C:5]([CH2:7][CH3:8])[NH:4][N:3]=1.CS[C:11](=[N:13][C:14](=O)[C:15]1[CH:20]=[CH:19][C:18]([Cl:21])=[CH:17][C:16]=1[Cl:22])[CH3:12]. (4) Given the product [Cl:1][C:2]1[CH:7]=[CH:6][C:5]([S:8]([CH:11]([C:20]2[CH:25]=[C:24]([F:26])[CH:23]=[CH:22][C:21]=2[F:27])[CH:12]([CH3:19])[CH2:13][CH2:14][CH2:15][S:16]([CH3:18])(=[O:36])=[O:17])(=[O:10])=[O:9])=[CH:4][CH:3]=1, predict the reactants needed to synthesize it. The reactants are: [Cl:1][C:2]1[CH:7]=[CH:6][C:5]([S:8]([CH:11]([C:20]2[CH:25]=[C:24]([F:26])[CH:23]=[CH:22][C:21]=2[F:27])[CH:12]([CH3:19])[CH2:13][CH2:14][CH2:15][S:16]([CH3:18])=[O:17])(=[O:10])=[O:9])=[CH:4][CH:3]=1.ClC1C=CC=C(C(OO)=[O:36])C=1.C(OCC)C.C(Cl)Cl. (5) Given the product [Cl:1][C:2]1[C:6]([N:7]([CH3:14])[C:8](=[O:13])[CH2:9][CH2:10][S:11]([CH3:12])=[O:24])=[CH:5][N:4]([C:15]2[CH:16]=[N:17][CH:18]=[CH:19][CH:20]=2)[N:3]=1, predict the reactants needed to synthesize it. The reactants are: [Cl:1][C:2]1[C:6]([N:7]([CH3:14])[C:8](=[O:13])[CH2:9][CH2:10][S:11][CH3:12])=[CH:5][N:4]([C:15]2[CH:16]=[N:17][CH:18]=[CH:19][CH:20]=2)[N:3]=1.OO.S([O-])(O)=[O:24].[Na+].